Dataset: Catalyst prediction with 721,799 reactions and 888 catalyst types from USPTO. Task: Predict which catalyst facilitates the given reaction. (1) Reactant: [C:1]1([CH3:22])[C:2]([NH:7][CH:8]=[C:9]([C:15]2[CH:20]=[CH:19][CH:18]=[CH:17][C:16]=2Br)[C:10]([O:12][CH2:13][CH3:14])=[O:11])=[CH:3][CH:4]=[CH:5][CH:6]=1.P([O-])([O-])([O-])=O.[K+].[K+].[K+]. Product: [C:1]1([CH3:22])[CH:6]=[CH:5][CH:4]=[CH:3][C:2]=1[N:7]1[C:20]2[C:15](=[CH:16][CH:17]=[CH:18][CH:19]=2)[C:9]([C:10]([O:12][CH2:13][CH3:14])=[O:11])=[CH:8]1. The catalyst class is: 9. (2) Reactant: [OH:1][C:2]1[CH:7]=[CH:6][C:5]([NH:8][CH:9]=[C:10]2[C:18]3[C:13](=[CH:14][CH:15]=[CH:16][CH:17]=3)[NH:12][C:11]2=[O:19])=[CH:4][CH:3]=1.C(=O)([O-])[O-].[K+].[K+].Br[CH2:27][CH2:28][CH2:29][Cl:30]. Product: [Cl:30][CH2:29][CH2:28][CH2:27][O:1][C:2]1[CH:7]=[CH:6][C:5]([NH:8][CH:9]=[C:10]2[C:18]3[C:13](=[CH:14][CH:15]=[CH:16][CH:17]=3)[NH:12][C:11]2=[O:19])=[CH:4][CH:3]=1. The catalyst class is: 3.